This data is from Reaction yield outcomes from USPTO patents with 853,638 reactions. The task is: Predict the reaction yield, written as a fraction of the theoretical maximum amount of product (1.0 means a 100% yield; for example, 0.34 means a 34% yield). (1) The reactants are [Br:1][C:2]1[CH:7]=[CH:6][C:5](I)=[CH:4][CH:3]=1.C([Li])CCC.[O:14]=[C:15]1[CH2:20][CH2:19][N:18]([C:21]([O:23][C:24]([CH3:27])([CH3:26])[CH3:25])=[O:22])[CH2:17][CH2:16]1. The catalyst is O1CCCC1. The product is [Br:1][C:2]1[CH:7]=[CH:6][C:5]([C:15]2([OH:14])[CH2:16][CH2:17][N:18]([C:21]([O:23][C:24]([CH3:26])([CH3:25])[CH3:27])=[O:22])[CH2:19][CH2:20]2)=[CH:4][CH:3]=1. The yield is 0.850. (2) The product is [Cl:7][C:8]1[C:17]2[C:12](=[CH:13][C:14]([O:18][CH3:19])=[CH:15][CH:16]=2)[C:11]([O:20][CH2:22][CH:23]([F:25])[F:24])=[CH:10][N:9]=1. The reactants are C(=O)([O-])[O-].[K+].[K+].[Cl:7][C:8]1[C:17]2[C:12](=[CH:13][C:14]([O:18][CH3:19])=[CH:15][CH:16]=2)[C:11]([OH:20])=[CH:10][N:9]=1.Br[CH2:22][CH:23]([F:25])[F:24]. The catalyst is O. The yield is 0.820. (3) The reactants are C[O:2][C:3](=[O:44])[CH:4]([NH:25][C:26](=[O:43])[C:27]1[CH:32]=[C:31]([Cl:33])[CH:30]=[CH:29][C:28]=1[NH:34][C:35]1[CH:40]=[CH:39][C:38]([S:41][CH3:42])=[CH:37][CH:36]=1)[CH2:5][C:6]1[CH:11]=[CH:10][C:9]([C:12]2[CH:17]=[CH:16][CH:15]=[CH:14][C:13]=2[O:18][C:19]2[CH:24]=[CH:23][CH:22]=[CH:21][CH:20]=2)=[CH:8][CH:7]=1.[Li+].[OH-]. No catalyst specified. The product is [Cl:33][C:31]1[CH:30]=[CH:29][C:28]([NH:34][C:35]2[CH:40]=[CH:39][C:38]([S:41][CH3:42])=[CH:37][CH:36]=2)=[C:27]([CH:32]=1)[C:26]([NH:25][CH:4]([CH2:5][C:6]1[CH:7]=[CH:8][C:9]([C:12]2[CH:17]=[CH:16][CH:15]=[CH:14][C:13]=2[O:18][C:19]2[CH:24]=[CH:23][CH:22]=[CH:21][CH:20]=2)=[CH:10][CH:11]=1)[C:3]([OH:44])=[O:2])=[O:43]. The yield is 0.920. (4) The reactants are [OH:1][C:2]1[CH:11]=[C:10]2[C:5]([C:6]([O:12][C:13]3[CH:14]=[C:15]4[C:19](=[CH:20][CH:21]=3)[NH:18][C:17]([CH3:22])=[CH:16]4)=[N:7][CH:8]=[N:9]2)=[CH:4][C:3]=1[O:23][CH3:24].C(=O)([O-])[O-].[K+].[K+].[CH2:31]([CH:33]1[O:35][CH2:34]1)Br.[NH:36]1[CH2:41][CH2:40][O:39][CH2:38][CH2:37]1. The catalyst is CN(C=O)C. The product is [OH:35][CH:33]([CH2:34][N:36]1[CH2:41][CH2:40][O:39][CH2:38][CH2:37]1)[CH2:31][O:1][C:2]1[CH:11]=[C:10]2[C:5]([C:6]([O:12][C:13]3[CH:14]=[C:15]4[C:19](=[CH:20][CH:21]=3)[NH:18][C:17]([CH3:22])=[CH:16]4)=[N:7][CH:8]=[N:9]2)=[CH:4][C:3]=1[O:23][CH3:24]. The yield is 0.270. (5) The reactants are ClS(O)(=O)=O.[CH3:6][O:7][C:8](=[O:23])[CH2:9][CH:10]1[CH2:18][C:17]2[C:12](=[CH:13][CH:14]=[C:15]([S:19](Cl)(=[O:21])=[O:20])[CH:16]=2)[CH2:11]1.[CH3:24][O:25][C:26](=[O:41])[CH2:27][CH:28]1[CH2:36][C:35]2[C:30](=[CH:31][CH:32]=[CH:33][C:34]=2[S:37](Cl)(=[O:39])=[O:38])[CH2:29]1.[F:42][C:43]([F:57])([F:56])[C:44]1[CH:49]=[CH:48][C:47]([N:50]2[CH2:55][CH2:54][NH:53][CH2:52][CH2:51]2)=[CH:46][CH:45]=1.C(N(CC)CC)C. The catalyst is C1COCC1.CN(C1C=CN=CC=1)C. The product is [CH3:6][O:7][C:8](=[O:23])[CH2:9][CH:10]1[CH2:18][C:17]2[C:12](=[CH:13][CH:14]=[C:15]([S:19]([N:53]3[CH2:52][CH2:51][N:50]([C:47]4[CH:46]=[CH:45][C:44]([C:43]([F:56])([F:57])[F:42])=[CH:49][CH:48]=4)[CH2:55][CH2:54]3)(=[O:21])=[O:20])[CH:16]=2)[CH2:11]1.[CH3:24][O:25][C:26](=[O:41])[CH2:27][CH:28]1[CH2:36][C:35]2[C:30](=[CH:31][CH:32]=[CH:33][C:34]=2[S:37]([N:53]2[CH2:52][CH2:51][N:50]([C:47]3[CH:46]=[CH:45][C:44]([C:43]([F:56])([F:57])[F:42])=[CH:49][CH:48]=3)[CH2:55][CH2:54]2)(=[O:39])=[O:38])[CH2:29]1. The yield is 0.190. (6) The reactants are [CH3:1][O:2][C:3](=[O:23])[NH:4][CH:5]([C:9]([N:11]1[CH2:15][CH2:14][CH2:13][CH:12]1[C:16]1[NH:17][C:18]([C:21]#[CH:22])=[CH:19][N:20]=1)=[O:10])[CH:6]([CH3:8])[CH3:7].[CH3:24][O:25][C:26](=[O:55])[NH:27][CH:28]([C:32]([N:34]1[CH2:38][CH2:37][CH2:36][CH:35]1[C:39]1[NH:40][C:41]([C:44]2[CH:53]=[CH:52][C:51]3[C:46](=[CH:47][CH:48]=[C:49](Br)[CH:50]=3)[CH:45]=2)=[CH:42][N:43]=1)=[O:33])[CH:29]([CH3:31])[CH3:30].C(N(CC)CC)C. The catalyst is CN(C=O)C.C1C=CC([P]([Pd]([P](C2C=CC=CC=2)(C2C=CC=CC=2)C2C=CC=CC=2)([P](C2C=CC=CC=2)(C2C=CC=CC=2)C2C=CC=CC=2)[P](C2C=CC=CC=2)(C2C=CC=CC=2)C2C=CC=CC=2)(C2C=CC=CC=2)C2C=CC=CC=2)=CC=1.[Cu]I. The product is [CH3:24][O:25][C:26](=[O:55])[NH:27][CH:28]([C:32]([N:34]1[CH2:38][CH2:37][CH2:36][CH:35]1[C:39]1[NH:40][C:41]([C:44]2[CH:53]=[CH:52][C:51]3[C:46](=[CH:47][CH:48]=[C:49]([C:22]#[C:21][C:18]4[NH:17][C:16]([CH:12]5[CH2:13][CH2:14][CH2:15][N:11]5[C:9](=[O:10])[CH:5]([NH:4][C:3]([O:2][CH3:1])=[O:23])[CH:6]([CH3:8])[CH3:7])=[N:20][CH:19]=4)[CH:50]=3)[CH:45]=2)=[CH:42][N:43]=1)=[O:33])[CH:29]([CH3:31])[CH3:30]. The yield is 0.200.